Dataset: Catalyst prediction with 721,799 reactions and 888 catalyst types from USPTO. Task: Predict which catalyst facilitates the given reaction. (1) Reactant: [H-].[Na+].[Cl:3][C:4]1[CH:9]=[CH:8][C:7]([C:10]2[CH:15]=[CH:14][N:13]=[CH:12][C:11]=2[CH:16]([OH:19])[CH:17]=[CH2:18])=[C:6](F)[CH:5]=1. Product: [Cl:3][C:4]1[CH:9]=[CH:8][C:7]2[C:10]3[C:11](=[CH:12][N:13]=[CH:14][CH:15]=3)[CH:16]([CH:17]=[CH2:18])[O:19][C:6]=2[CH:5]=1. The catalyst class is: 1. (2) Reactant: [CH2:1]([O:3][C:4]1[CH:5]=[C:6]([CH2:13][C:14]([OH:16])=O)[CH:7]=[CH:8][C:9]=1[O:10][CH2:11][CH3:12])[CH3:2].C1C=CC2N(O)N=NC=2C=1.C(Cl)CCl.O[NH:32][C:33]([C:35]1[CH:43]=[CH:42][CH:41]=[C:40]2[C:36]=1[CH2:37][CH2:38][C@H:39]2[NH:44][C:45](=[O:51])[O:46][C:47]([CH3:50])([CH3:49])[CH3:48])=[NH:34]. Product: [CH2:1]([O:3][C:4]1[CH:5]=[C:6]([CH:7]=[CH:8][C:9]=1[O:10][CH2:11][CH3:12])[CH2:13][C:14]1[O:16][N:34]=[C:33]([C:35]2[CH:43]=[CH:42][CH:41]=[C:40]3[C:36]=2[CH2:37][CH2:38][C@H:39]3[NH:44][C:45](=[O:51])[O:46][C:47]([CH3:49])([CH3:48])[CH3:50])[N:32]=1)[CH3:2]. The catalyst class is: 634. (3) Reactant: [CH3:1][O:2][C:3](=[O:21])[NH:4][C@@H:5]1[C:14]2[C:9](=[CH:10][CH:11]=[C:12]([C:15]([F:18])([F:17])[F:16])[CH:13]=2)[NH:8][C@H:7]([CH2:19][CH3:20])[CH2:6]1.N1C=CC=CC=1.Cl[C:29]([O:31][CH2:32][CH3:33])=[O:30]. Product: [CH2:32]([O:31][C:29]([N:8]1[C:9]2[C:14](=[CH:13][C:12]([C:15]([F:16])([F:17])[F:18])=[CH:11][CH:10]=2)[C@@H:5]([NH:4][C:3]([O:2][CH3:1])=[O:21])[CH2:6][C@H:7]1[CH2:19][CH3:20])=[O:30])[CH3:33]. The catalyst class is: 2.